From a dataset of Full USPTO retrosynthesis dataset with 1.9M reactions from patents (1976-2016). Predict the reactants needed to synthesize the given product. (1) Given the product [C:27]([NH:31][S:32]([C:35]1[CH:36]=[CH:37][CH:38]=[C:39]([C:2]2[CH:7]=[C:6]([C:8]3[CH:13]=[C:12]([C:14]4[CH:19]=[CH:18][C:17]([C:20]([F:23])([F:22])[F:21])=[C:16]([O:24][CH3:25])[CH:15]=4)[CH:11]=[C:10]([CH3:26])[N:9]=3)[CH:5]=[CH:4][N:3]=2)[CH:40]=1)(=[O:34])=[O:33])([CH3:30])([CH3:28])[CH3:29], predict the reactants needed to synthesize it. The reactants are: Cl[C:2]1[CH:7]=[C:6]([C:8]2[CH:13]=[C:12]([C:14]3[CH:19]=[CH:18][C:17]([C:20]([F:23])([F:22])[F:21])=[C:16]([O:24][CH3:25])[CH:15]=3)[CH:11]=[C:10]([CH3:26])[N:9]=2)[CH:5]=[CH:4][N:3]=1.[C:27]([NH:31][S:32]([C:35]1[CH:36]=[C:37](B(O)O)[CH:38]=[CH:39][CH:40]=1)(=[O:34])=[O:33])([CH3:30])([CH3:29])[CH3:28]. (2) The reactants are: [CH3:1][O:2][C:3]1[C:8]([C:9]2[CH:14]=[CH:13][C:12]([C:15]([F:18])([F:17])[F:16])=[CH:11][CH:10]=2)=[CH:7][C:6]([CH2:19][NH2:20])=[CH:5][CH:4]=1.[F:21][C:22]1[CH:27]=[CH:26][C:25]([S:28]([N:31]([CH2:35][C:36](O)=[O:37])[CH:32]([CH3:34])[CH3:33])(=[O:30])=[O:29])=[CH:24][CH:23]=1.CN(C(ON1N=NC2C=CC=NC1=2)=[N+](C)C)C.F[P-](F)(F)(F)(F)F.C(N(CC)C(C)C)(C)C.OS([O-])(=O)=O.[K+]. Given the product [F:21][C:22]1[CH:23]=[CH:24][C:25]([S:28]([N:31]([CH:32]([CH3:34])[CH3:33])[CH2:35][C:36]([NH:20][CH2:19][C:6]2[CH:7]=[C:8]([C:9]3[CH:14]=[CH:13][C:12]([C:15]([F:17])([F:16])[F:18])=[CH:11][CH:10]=3)[C:3]([O:2][CH3:1])=[CH:4][CH:5]=2)=[O:37])(=[O:29])=[O:30])=[CH:26][CH:27]=1, predict the reactants needed to synthesize it. (3) Given the product [ClH:28].[CH3:27][O:26][C:18]1[C:17]2[C:22](=[CH:23][CH:24]=[CH:25][C:16]=2[NH:15][CH:12]2[CH2:13][CH2:14][CH:9]([NH2:8])[CH2:10][CH2:11]2)[CH:21]=[N:20][CH:19]=1, predict the reactants needed to synthesize it. The reactants are: C(OC([NH:8][CH:9]1[CH2:14][CH2:13][CH:12]([NH:15][C:16]2[CH:25]=[CH:24][CH:23]=[C:22]3[C:17]=2[C:18]([O:26][CH3:27])=[CH:19][N:20]=[CH:21]3)[CH2:11][CH2:10]1)=O)(C)(C)C.[ClH:28].CO. (4) Given the product [CH2:2]([O:9][C:10]([C@@H:12]1[CH2:17][C@@H:16]2[C@@H:14]([CH2:15]2)[N:13]1[C:31](=[O:32])[CH2:30][N:23]1[C:24]2=[CH:25][N:26]=[CH:27][CH:28]=[C:29]2[C:21]([C:18](=[O:20])[CH3:19])=[N:22]1)=[O:11])[C:3]1[CH:4]=[CH:5][CH:6]=[CH:7][CH:8]=1, predict the reactants needed to synthesize it. The reactants are: Cl.[CH2:2]([O:9][C:10]([C@@H:12]1[CH2:17][C@@H:16]2[C@@H:14]([CH2:15]2)[NH:13]1)=[O:11])[C:3]1[CH:8]=[CH:7][CH:6]=[CH:5][CH:4]=1.[C:18]([C:21]1[C:29]2[C:24](=[CH:25][N:26]=[CH:27][CH:28]=2)[N:23]([CH2:30][C:31](O)=[O:32])[N:22]=1)(=[O:20])[CH3:19].CN(C(ON1N=NC2C=CC=CC1=2)=[N+](C)C)C.F[P-](F)(F)(F)(F)F.CCN(C(C)C)C(C)C. (5) Given the product [F:1][C:2]1[CH:7]=[CH:6][C:5]([C:8]2[N:13]=[C:12]([CH3:14])[C:11]([C:15]([Cl:21])=[O:17])=[CH:10][CH:9]=2)=[CH:4][CH:3]=1, predict the reactants needed to synthesize it. The reactants are: [F:1][C:2]1[CH:7]=[CH:6][C:5]([C:8]2[N:13]=[C:12]([CH3:14])[C:11]([C:15]([OH:17])=O)=[CH:10][CH:9]=2)=[CH:4][CH:3]=1.C(Cl)(=O)C([Cl:21])=O. (6) Given the product [Si:11]([O:5][CH2:4][C@@H:3]([OH:6])[CH2:2][Cl:1])([C:7]([CH3:10])([CH3:9])[CH3:8])([CH3:14])[CH3:13], predict the reactants needed to synthesize it. The reactants are: [Cl:1][CH2:2][C@H:3]([OH:6])[CH2:4][OH:5].[C:7]([Si:11]([CH3:14])([CH3:13])Cl)([CH3:10])([CH3:9])[CH3:8].N1C=CN=C1. (7) Given the product [NH2:1][C:2]1[C:10]([CH3:11])=[C:9]([Cl:12])[CH:8]=[CH:7][C:3]=1[C:4]([O:6][CH3:13])=[O:5], predict the reactants needed to synthesize it. The reactants are: [NH2:1][C:2]1[C:10]([CH3:11])=[C:9]([Cl:12])[CH:8]=[CH:7][C:3]=1[C:4]([OH:6])=[O:5].[C:13](=O)([O-])[O-].[Cs+].[Cs+].IC.O. (8) Given the product [NH2:2][C:1]1[C:3]2[C:32](=[CH:31][CH:30]=[C:5]([C:6]([NH:8][C@H:9]([C:17]3[NH:18][CH:19]=[C:20]([C:22]4[CH:27]=[CH:26][C:25]([C:28](=[NH:48])[NH2:29])=[CH:24][CH:23]=4)[N:21]=3)[CH2:10][C:11]3[CH:16]=[CH:15][CH:14]=[CH:13][CH:12]=3)=[O:7])[CH:4]=2)[NH:61][N:60]=1, predict the reactants needed to synthesize it. The reactants are: [C:1]([C:3]1[CH:4]=[C:5]([CH:30]=[CH:31][C:32]=1F)[C:6]([NH:8][C@H:9]([C:17]1[NH:18][CH:19]=[C:20]([C:22]2[CH:27]=[CH:26][C:25]([C:28]#[N:29])=[CH:24][CH:23]=2)[N:21]=1)[CH2:10][C:11]1[CH:16]=[CH:15][CH:14]=[CH:13][CH:12]=1)=[O:7])#[N:2].C(C1C=C(C=CC=1F)C(O)=O)#N.C([N:48](CC)CC)C.F[P-](F)(F)(F)(F)F.[N:60]1(O[P+](N(C)C)(N(C)C)N(C)C)C2C=CC=CC=2N=[N:61]1. (9) Given the product [C:1]1([C:7]2[N:11]([CH2:20][N:12]3[CH2:17][CH2:16][O:15][CH2:14][CH2:13]3)[N:10]=[N:9][N:8]=2)[CH:2]=[CH:3][CH:4]=[CH:5][CH:6]=1, predict the reactants needed to synthesize it. The reactants are: [C:1]1([C:7]2[NH:11][N:10]=[N:9][N:8]=2)[CH:6]=[CH:5][CH:4]=[CH:3][CH:2]=1.[NH:12]1[CH2:17][CH2:16][O:15][CH2:14][CH2:13]1.C=O.[CH3:20]CCCCC.